Dataset: Forward reaction prediction with 1.9M reactions from USPTO patents (1976-2016). Task: Predict the product of the given reaction. (1) Given the reactants [CH2:1]([C:3]1[S:4][CH:5]=[C:6]([CH3:8])[N:7]=1)[CH3:2].[Br:9]Br, predict the reaction product. The product is: [Br:9][C:5]1[S:4][C:3]([CH2:1][CH3:2])=[N:7][C:6]=1[CH3:8]. (2) Given the reactants Cl[C:2]1[C:12]([C:13]#[N:14])=[CH:11][C:5]([C:6]([O:8][CH2:9][CH3:10])=[O:7])=[C:4]([CH3:15])[N:3]=1.[C@H:16]12[CH2:22][C@H:19]([NH:20][CH2:21]1)[CH2:18][N:17]2[C:23]([O:25][C:26]([CH3:29])([CH3:28])[CH3:27])=[O:24].CCN(C(C)C)C(C)C, predict the reaction product. The product is: [C:13]([C:12]1[C:2]([N:20]2[CH2:21][C@@H:16]3[CH2:22][C@H:19]2[CH2:18][N:17]3[C:23]([O:25][C:26]([CH3:29])([CH3:28])[CH3:27])=[O:24])=[N:3][C:4]([CH3:15])=[C:5]([C:6]([O:8][CH2:9][CH3:10])=[O:7])[CH:11]=1)#[N:14]. (3) Given the reactants C(OC([N:8]1[CH2:13][CH2:12][CH2:11][CH:10]([CH2:14][C:15]2[CH:25]=[CH:24][C:18]3[O:19][C:20]([F:23])([F:22])[O:21][C:17]=3[CH:16]=2)[CH2:9]1)=O)(C)(C)C.Cl, predict the reaction product. The product is: [F:23][C:20]1([F:22])[O:19][C:18]2[CH:24]=[CH:25][C:15]([CH2:14][CH:10]3[CH2:11][CH2:12][CH2:13][NH:8][CH2:9]3)=[CH:16][C:17]=2[O:21]1. (4) Given the reactants [CH:1]([O-:3])=[O:2].[Li+].C(N(C(C)C)CC)(C)C.C(OC(=O)C)(=O)C.I[C:22]1[CH:27]=[CH:26][CH:25]=[CH:24][C:23]=1[C:28]1[CH:33]=[CH:32][C:31]([CH2:34][N:35]2[C:39]3[CH:40]=[C:41]([C:45]4[N:49]([CH3:50])[C:48]5[CH:51]=[CH:52][CH:53]=[CH:54][C:47]=5[N:46]=4)[CH:42]=[C:43]([CH3:44])[C:38]=3[N:37]=[C:36]2[CH2:55][CH2:56][CH3:57])=[CH:30][CH:29]=1.[Li+].[Cl-], predict the reaction product. The product is: [CH3:57][CH2:56][CH2:55][C:36]1[N:35]([CH2:34][C:31]2[CH:30]=[CH:29][C:28]([C:23]3[CH:22]=[CH:27][CH:26]=[CH:25][C:24]=3[C:1]([OH:3])=[O:2])=[CH:33][CH:32]=2)[C:39]2[CH:40]=[C:41]([C:45]3[N:49]([CH3:50])[C:48]4[CH:51]=[CH:52][CH:53]=[CH:54][C:47]=4[N:46]=3)[CH:42]=[C:43]([CH3:44])[C:38]=2[N:37]=1. (5) The product is: [C:27]([C:24]1[N:23]=[C:22]([NH:31][CH2:32][CH2:33][CH2:34][O:35][CH3:36])[C:21]([C:19]([N:14]([CH2:15][CH:16]([CH3:17])[CH3:18])[C@H:12]2[CH2:11][C@@H:10]([C:37]([N:40]3[C:48]4[C:43](=[CH:44][CH:45]=[CH:46][CH:47]=4)[CH2:42][CH2:41]3)=[O:38])[CH2:9][N:8]([C:6]([O:5][C:1]([CH3:2])([CH3:4])[CH3:3])=[O:7])[CH2:13]2)=[O:20])=[CH:26][N:25]=1)([CH3:30])([CH3:29])[CH3:28]. Given the reactants [C:1]([O:5][C:6]([N:8]1[CH2:13][C@@H:12]([N:14]([C:19]([C:21]2[C:22]([NH:31][CH2:32][CH2:33][CH2:34][O:35][CH3:36])=[N:23][C:24]([C:27]([CH3:30])([CH3:29])[CH3:28])=[N:25][CH:26]=2)=[O:20])[CH2:15][CH:16]([CH3:18])[CH3:17])[CH2:11][C@@H:10]([C:37](O)=[O:38])[CH2:9]1)=[O:7])([CH3:4])([CH3:3])[CH3:2].[NH:40]1[C:48]2[C:43](=[CH:44][CH:45]=[CH:46][CH:47]=2)[CH2:42][CH2:41]1.C(N(C(C)C)CC)(C)C.F[P-](F)(F)(F)(F)F.ClC(N(C)C)=[N+](C)C, predict the reaction product. (6) Given the reactants [C:1]([O:5][C:6](=[O:42])[N:7]([CH2:9][CH:10]([O:34][Si:35]([C:38]([CH3:41])([CH3:40])[CH3:39])([CH3:37])[CH3:36])[CH2:11][O:12][C:13]1[CH:18]=[CH:17][CH:16]=[C:15]([C:19]2[N:24]=[C:23](Cl)[CH:22]=[C:21]([N:26]([CH3:33])[CH:27]3[CH2:32][CH2:31][O:30][CH2:29][CH2:28]3)[N:20]=2)[CH:14]=1)[CH3:8])([CH3:4])([CH3:3])[CH3:2].C([O-])([O-])=O.[Na+].[Na+].[N:49]1[CH:54]=[CH:53][C:52](B(O)O)=[CH:51][CH:50]=1, predict the reaction product. The product is: [C:1]([O:5][C:6](=[O:42])[N:7]([CH2:9][CH:10]([O:34][Si:35]([C:38]([CH3:41])([CH3:40])[CH3:39])([CH3:37])[CH3:36])[CH2:11][O:12][C:13]1[CH:18]=[CH:17][CH:16]=[C:15]([C:19]2[N:20]=[C:21]([N:26]([CH3:33])[CH:27]3[CH2:32][CH2:31][O:30][CH2:29][CH2:28]3)[CH:22]=[C:23]([C:52]3[CH:53]=[CH:54][N:49]=[CH:50][CH:51]=3)[N:24]=2)[CH:14]=1)[CH3:8])([CH3:4])([CH3:3])[CH3:2]. (7) Given the reactants [CH3:1][C:2]1[C:3]([C@H:21]([OH:27])[C:22]([O:24][CH2:25][CH3:26])=[O:23])=[C:4]([O:13][S:14]([C:17]([F:20])([F:19])[F:18])(=[O:16])=[O:15])[C:5]2[C:10]([C:11]=1[CH3:12])=[CH:9][CH:8]=[CH:7][CH:6]=2.Cl(O)(=O)(=O)=O, predict the reaction product. The product is: [C:2]([O:27][C@@H:21]([C:3]1[C:2]([CH3:1])=[C:11]([CH3:12])[C:10]2[C:5](=[CH:6][CH:7]=[CH:8][CH:9]=2)[C:4]=1[O:13][S:14]([C:17]([F:19])([F:20])[F:18])(=[O:15])=[O:16])[C:22]([O:24][CH2:25][CH3:26])=[O:23])([CH3:3])([CH3:11])[CH3:1]. (8) The product is: [Cl:1][CH2:2][CH2:3][CH2:4][CH2:5][C:6]#[C:7][Si:14]([CH3:17])([CH3:16])[CH3:15]. Given the reactants [Cl:1][CH2:2][CH2:3][CH2:4][CH2:5][C:6]#[CH:7].C([Li])CCC.Cl[Si:14]([CH3:17])([CH3:16])[CH3:15], predict the reaction product. (9) The product is: [Cl:1][C:2]1[CH:3]=[N+:4]([O-:27])[CH:5]=[C:6]([Cl:26])[C:7]=1[CH2:8][C@@H:9]([C:11]1[CH:16]=[CH:15][C:14]([O:17][CH:18]([F:20])[F:19])=[C:13]([O:21][CH2:22][CH:23]2[CH2:25][CH2:24]2)[CH:12]=1)[O:10][C:48](=[O:49])[CH2:47][N:44]1[C:45]2[C:41](=[CH:40][CH:39]=[C:38]([N:35]3[CH2:34][CH2:33][O:32][CH2:37][CH2:36]3)[CH:46]=2)[C:42](=[O:52])[C:43]1=[O:51].[CH2:13]([O:21][CH2:22][CH3:23])[CH3:12]. Given the reactants [Cl:1][C:2]1[CH:3]=[N+:4]([O-:27])[CH:5]=[C:6]([Cl:26])[C:7]=1[CH2:8][C@@H:9]([C:11]1[CH:16]=[CH:15][C:14]([O:17][CH:18]([F:20])[F:19])=[C:13]([O:21][CH2:22][CH:23]2[CH2:25][CH2:24]2)[CH:12]=1)[OH:10].C(Cl)CCl.[O:32]1[CH2:37][CH2:36][N:35]([C:38]2[CH:46]=[C:45]3[C:41]([C:42](=[O:52])[C:43](=[O:51])[N:44]3[CH2:47][C:48](O)=[O:49])=[CH:40][CH:39]=2)[CH2:34][CH2:33]1, predict the reaction product.